This data is from Reaction yield outcomes from USPTO patents with 853,638 reactions. The task is: Predict the reaction yield, written as a fraction of the theoretical maximum amount of product (1.0 means a 100% yield; for example, 0.34 means a 34% yield). The product is [Br:17][CH2:18][CH2:19][CH2:20][CH2:21][CH2:22][C@H:23]1[CH2:24][CH2:25][C@H:26]([CH2:29][N:30]([CH3:31])[S:1]([C:11]2[CH:12]=[CH:13][C:8]([C:7]([F:15])([F:14])[F:6])=[CH:9][CH:10]=2)(=[O:4])=[O:2])[CH2:27][CH2:28]1. The catalyst is O.O1CCCC1.C(=O)([O-])[O-].[K+].[K+]. The reactants are [S:1](Cl)([OH:4])(=O)=[O:2].[F:6][C:7]([F:15])([F:14])[C:8]1[CH:13]=[CH:12][CH:11]=[CH:10][CH:9]=1.Cl.[Br:17][CH2:18][CH2:19][CH2:20][CH2:21][CH2:22][C@H:23]1[CH2:28][CH2:27][C@H:26]([CH2:29][NH:30][CH3:31])[CH2:25][CH2:24]1. The yield is 0.926.